This data is from Reaction yield outcomes from USPTO patents with 853,638 reactions. The task is: Predict the reaction yield, written as a fraction of the theoretical maximum amount of product (1.0 means a 100% yield; for example, 0.34 means a 34% yield). (1) The product is [Cl:1][C:2]1[CH:3]=[C:4]([CH:7]=[CH:8][CH:9]=1)/[CH:5]=[N:11]\[OH:12]. The yield is 0.980. The catalyst is C(O)C. The reactants are [Cl:1][C:2]1[CH:3]=[C:4]([CH:7]=[CH:8][CH:9]=1)[CH:5]=O.Cl.[NH2:11][OH:12].C([O-])(=O)C.[Na+]. (2) The reactants are Cl.[F:2][C:3]1[CH:4]=[C:5]([NH:11]N)[CH:6]=[CH:7][C:8]=1[O:9][CH3:10].[C:13]1([S:19][CH2:20][C:21](=O)[CH3:22])[CH:18]=[CH:17][CH:16]=[CH:15][CH:14]=1. The catalyst is C(O)C(C)C.C(OCC)(=O)C. The product is [F:2][C:3]1[CH:4]=[C:5]2[C:6]([C:20]([S:19][C:13]3[CH:18]=[CH:17][CH:16]=[CH:15][CH:14]=3)=[C:21]([CH3:22])[NH:11]2)=[CH:7][C:8]=1[O:9][CH3:10]. The yield is 0.680. (3) The reactants are Cl[CH2:2][C:3]([NH:5][C:6]1[N:7]=[C:8]2[CH:13]=[CH:12][C:11]([O:14][C:15]3[CH:16]=[C:17]([NH:21][C:22](=[O:33])[C:23]4[CH:28]=[CH:27][CH:26]=[C:25]([C:29]([F:32])([F:31])[F:30])[CH:24]=4)[CH:18]=[CH:19][CH:20]=3)=[N:10][N:9]2[CH:34]=1)=[O:4].[NH:35]1[CH2:40][CH2:39][O:38][CH2:37][CH2:36]1. The catalyst is C(#N)C. The product is [N:35]1([CH2:2][C:3]([NH:5][C:6]2[N:7]=[C:8]3[CH:13]=[CH:12][C:11]([O:14][C:15]4[CH:16]=[C:17]([NH:21][C:22](=[O:33])[C:23]5[CH:28]=[CH:27][CH:26]=[C:25]([C:29]([F:32])([F:31])[F:30])[CH:24]=5)[CH:18]=[CH:19][CH:20]=4)=[N:10][N:9]3[CH:34]=2)=[O:4])[CH2:40][CH2:39][O:38][CH2:37][CH2:36]1. The yield is 0.870.